This data is from Full USPTO retrosynthesis dataset with 1.9M reactions from patents (1976-2016). The task is: Predict the reactants needed to synthesize the given product. (1) The reactants are: [CH2:1]([N:3]1[CH:7]=[C:6]([C:8]([OH:10])=O)[C:5]([CH3:11])=[N:4]1)[CH3:2].C(Cl)(=O)C(Cl)=O.[NH2:18][C:19]1[CH:20]=[C:21]([CH:38]=[CH:39][C:40]=1[F:41])[O:22][C:23]1[CH:24]=[CH:25][C:26]2[N:27]([CH:29]=[C:30]([NH:32][C:33]([CH:35]3[CH2:37][CH2:36]3)=[O:34])[N:31]=2)[N:28]=1. Given the product [CH:35]1([C:33]([NH:32][C:30]2[N:31]=[C:26]3[CH:25]=[CH:24][C:23]([O:22][C:21]4[CH:38]=[CH:39][C:40]([F:41])=[C:19]([NH:18][C:8]([C:6]5[C:5]([CH3:11])=[N:4][N:3]([CH2:1][CH3:2])[CH:7]=5)=[O:10])[CH:20]=4)=[N:28][N:27]3[CH:29]=2)=[O:34])[CH2:36][CH2:37]1, predict the reactants needed to synthesize it. (2) Given the product [CH:1]([N:4]1[CH2:9][CH2:8][N:7]([C:10]([C:12]2[CH:19]=[CH:18][C:15]([CH2:16][N:20]3[CH2:25][CH2:24][CH2:23][CH2:22][CH2:21]3)=[CH:14][CH:13]=2)=[O:11])[CH2:6][CH2:5]1)([CH3:3])[CH3:2], predict the reactants needed to synthesize it. The reactants are: [CH:1]([N:4]1[CH2:9][CH2:8][N:7]([C:10]([C:12]2[CH:19]=[CH:18][C:15]([CH:16]=O)=[CH:14][CH:13]=2)=[O:11])[CH2:6][CH2:5]1)([CH3:3])[CH3:2].[NH:20]1[CH2:25][CH2:24][CH2:23][CH2:22][CH2:21]1. (3) Given the product [Br:1][C:2]1[CH:3]=[C:4]([CH:8]([C:19]2[CH:24]=[CH:23][CH:22]=[CH:21][CH:20]=2)[CH2:9][C:10]([C:13]2[CH:18]=[CH:17][N:16]=[CH:15][CH:14]=2)=[O:33])[CH:5]=[CH:6][CH:7]=1, predict the reactants needed to synthesize it. The reactants are: [Br:1][C:2]1[CH:3]=[C:4]([CH:8]([C:19]2[CH:24]=[CH:23][CH:22]=[CH:21][C:20]=2C)[CH2:9][C:10]([C:13]2[CH:18]=[CH:17][N:16]=[CH:15][CH:14]=2)=NO)[CH:5]=[CH:6][CH:7]=1.C1(B(O)[OH:33])C=CC=CC=1. (4) Given the product [Br:24][C:4]1[N:5]([C:17]2[CH:22]=[CH:21][C:20]([Cl:23])=[CH:19][CH:18]=2)[C:6]([C:7]2[C:8]([F:16])=[C:9]([CH:12]=[CH:13][C:14]=2[F:15])[C:10]#[N:11])=[C:2]([Cl:1])[N:3]=1, predict the reactants needed to synthesize it. The reactants are: [Cl:1][C:2]1[N:3]=[CH:4][N:5]([C:17]2[CH:22]=[CH:21][C:20]([Cl:23])=[CH:19][CH:18]=2)[C:6]=1[C:7]1[C:8]([F:16])=[C:9]([CH:12]=[CH:13][C:14]=1[F:15])[C:10]#[N:11].[Br:24]N1C(=O)CCC1=O. (5) Given the product [C:18]([O:22][C:27](=[O:26])[NH:15][CH2:47][CH2:46][C:43]1[CH:44]=[CH:45][C:31]2[N:30]([CH2:28][CH3:29])[C:36](=[O:37])[C:35]([CH3:39])([CH3:38])[C:34](=[O:40])[N:33]([CH3:41])[C:32]=2[CH:42]=1)([CH3:21])([CH3:20])[CH3:19], predict the reactants needed to synthesize it. The reactants are: C1(P([N:15]=[N+]=[N-])(C2C=CC=CC=2)=O)C=CC=CC=1.[C:18]([OH:22])([CH3:21])([CH3:20])[CH3:19].C1[CH2:27][O:26]CC1.[CH2:28]([N:30]1[C:36](=[O:37])[C:35]([CH3:39])([CH3:38])[C:34](=[O:40])[N:33]([CH3:41])[C:32]2[CH:42]=[C:43]([CH2:46][CH2:47]C(O)=O)[CH:44]=[CH:45][C:31]1=2)[CH3:29]. (6) The reactants are: [Li+].[BH4-].[Si](Cl)(C)(C)C.[C:8]([O:12][C:13]([NH:15][C@@H:16]([CH2:20][C:21]1[CH:26]=[CH:25][CH:24]=[C:23]([C:27]([F:30])([F:29])[F:28])[CH:22]=1)[C:17](O)=[O:18])=[O:14])([CH3:11])([CH3:10])[CH3:9].[OH-].[Na+]. Given the product [OH:18][CH2:17][C@@H:16]([NH:15][C:13](=[O:14])[O:12][C:8]([CH3:10])([CH3:9])[CH3:11])[CH2:20][C:21]1[CH:26]=[CH:25][CH:24]=[C:23]([C:27]([F:30])([F:29])[F:28])[CH:22]=1, predict the reactants needed to synthesize it. (7) The reactants are: Cl[C:2]1[CH:7]=[CH:6][C:5]([N+:8]([O-:10])=[O:9])=[CH:4][CH:3]=1.[NH2:11][C:12]1[CH:17]=[CH:16][CH:15]=[CH:14][CH:13]=1.[O-]P([O-])([O-])=O.[K+].[K+].[K+]. Given the product [CH:15]1[CH:16]=[CH:17][C:12]([NH:11][C:2]2[CH:7]=[CH:6][C:5]([N+:8]([O-:10])=[O:9])=[CH:4][CH:3]=2)=[CH:13][CH:14]=1, predict the reactants needed to synthesize it. (8) Given the product [S:3]1[C:7]2[CH:8]=[CH:9][C:10]([CH2:12][CH2:13][OH:14])=[CH:11][C:6]=2[CH:5]=[CH:4]1, predict the reactants needed to synthesize it. The reactants are: [BH4-].[Na+].[S:3]1[C:7]2[CH:8]=[CH:9][C:10]([CH2:12][C:13](O)=[O:14])=[CH:11][C:6]=2[CH:5]=[CH:4]1.Cl.COCCOC.Cl.[OH-].[Na+]. (9) Given the product [F:10][C:5]1[CH:4]=[C:3]([CH:20]([OH:21])[C:17]2[CH:18]=[CH:19][C:12]([F:11])=[C:13]([CH:16]=2)[C:14]#[N:15])[CH:8]=[C:7]([F:9])[CH:6]=1, predict the reactants needed to synthesize it. The reactants are: [Mg].Br[C:3]1[CH:8]=[C:7]([F:9])[CH:6]=[C:5]([F:10])[CH:4]=1.[F:11][C:12]1[CH:19]=[CH:18][C:17]([CH:20]=[O:21])=[CH:16][C:13]=1[C:14]#[N:15].